Dataset: Full USPTO retrosynthesis dataset with 1.9M reactions from patents (1976-2016). Task: Predict the reactants needed to synthesize the given product. Given the product [CH2:1]([O:3][C:4]([C:6]1[CH:14]=[C:13]2[C:9]([C:10]([C:25](=[O:27])[NH:40][CH2:39][C:35]3[CH:36]=[N:37][CH:38]=[C:33]([F:32])[CH:34]=3)=[C:11]([CH:22]([CH3:23])[CH3:24])[N:12]2[CH2:15][C:16]2[CH:21]=[CH:20][CH:19]=[CH:18][N:17]=2)=[CH:8][CH:7]=1)=[O:5])[CH3:2], predict the reactants needed to synthesize it. The reactants are: [CH2:1]([O:3][C:4]([C:6]1[CH:14]=[C:13]2[C:9]([C:10]([C:25]([OH:27])=O)=[C:11]([CH:22]([CH3:24])[CH3:23])[N:12]2[CH2:15][C:16]2[CH:21]=[CH:20][CH:19]=[CH:18][N:17]=2)=[CH:8][CH:7]=1)=[O:5])[CH3:2].C(Cl)CCl.[F:32][C:33]1[CH:34]=[C:35]([CH2:39][NH2:40])[CH:36]=[N:37][CH:38]=1.